From a dataset of Reaction yield outcomes from USPTO patents with 853,638 reactions. Predict the reaction yield, written as a fraction of the theoretical maximum amount of product (1.0 means a 100% yield; for example, 0.34 means a 34% yield). (1) The reactants are [CH2:1]([O:3][CH:4]([O:18][CH2:19][CH3:20])[CH2:5][NH:6][CH2:7][C:8]1[CH:9]=[CH:10][CH:11]=[C:12]2[C:17]=1[N:16]=[CH:15][CH:14]=[CH:13]2)[CH3:2].[CH:21]1[C:33]2[CH:32]([CH2:34][O:35][C:36]([NH:38][C@@H:39]([CH2:43][C:44]3[CH:49]=[CH:48][C:47]([O:50][C:51]([CH3:54])([CH3:53])[CH3:52])=[CH:46][CH:45]=3)[C:40](O)=[O:41])=[O:37])[C:31]3[C:26](=[CH:27][CH:28]=[CH:29][CH:30]=3)[C:25]=2[CH:24]=[CH:23][CH:22]=1. No catalyst specified. The product is [C:51]([O:50][C:47]1[CH:46]=[CH:45][C:44]([CH2:43][C@H:39]([NH:38][C:36](=[O:37])[O:35][CH2:34][CH:32]2[C:33]3[CH:21]=[CH:22][CH:23]=[CH:24][C:25]=3[C:26]3[C:31]2=[CH:30][CH:29]=[CH:28][CH:27]=3)[C:40]([N:6]([CH2:5][CH:4]([O:3][CH2:1][CH3:2])[O:18][CH2:19][CH3:20])[CH2:7][C:8]2[CH:9]=[CH:10][CH:11]=[C:12]3[C:17]=2[N:16]=[CH:15][CH:14]=[CH:13]3)=[O:41])=[CH:49][CH:48]=1)([CH3:54])([CH3:52])[CH3:53]. The yield is 0.170. (2) The reactants are C(S([NH:7][C:8]([C:20]1[CH:25]=[CH:24][CH:23]=[CH:22][CH:21]=1)([CH3:19])[C:9]([O:11][CH:12]1[CH2:17][CH2:16][N:15]([CH3:18])[CH2:14][CH2:13]1)=[O:10])=O)(C)(C)C.O1CCOCC1.[CH:32]([C:34]1[S:38][C:37]([C:39]([O:41][C@H:42]([C:53]2[CH:58]=[CH:57][C:56]([O:59][CH3:60])=[C:55]([O:61][CH3:62])[CH:54]=2)[CH2:43][C:44]2[C:49]([Cl:50])=[CH:48][N+:47]([O-:51])=[CH:46][C:45]=2[Cl:52])=[O:40])=[CH:36][CH:35]=1)=O.CCN(CC)CC.C(O)(=O)C.[BH-](OC(C)=O)(OC(C)=O)OC(C)=O.[Na+]. The catalyst is Cl.C(Cl)Cl. The product is [CH3:19][C:8]([NH:7][CH2:32][C:34]1[S:38][C:37]([C:39]([O:41][C@H:42]([C:53]2[CH:58]=[CH:57][C:56]([O:59][CH3:60])=[C:55]([O:61][CH3:62])[CH:54]=2)[CH2:43][C:44]2[C:49]([Cl:50])=[CH:48][N+:47]([O-:51])=[CH:46][C:45]=2[Cl:52])=[O:40])=[CH:36][CH:35]=1)([C:20]1[CH:21]=[CH:22][CH:23]=[CH:24][CH:25]=1)[C:9]([O:11][CH:12]1[CH2:13][CH2:14][N:15]([CH3:18])[CH2:16][CH2:17]1)=[O:10]. The yield is 0.390. (3) The reactants are BrC1[CH:7]=[CH:6][CH:5]=[CH:4][C:3]=1[S:8]C.[CH3:10][C@@H:11]1[CH2:16][NH:15][CH2:14][CH2:13][NH:12]1.C1C=CC(P(C2C(C3C(P(C4C=CC=CC=4)C4C=CC=CC=4)=CC=C4C=3C=CC=C4)=C3C(C=CC=C3)=CC=2)C2C=CC=CC=2)=CC=1.CC(C)([O-])C.[Na+]. The catalyst is C1C=CC(/C=C/C(/C=C/C2C=CC=CC=2)=O)=CC=1.C1C=CC(/C=C/C(/C=C/C2C=CC=CC=2)=O)=CC=1.C1C=CC(/C=C/C(/C=C/C2C=CC=CC=2)=O)=CC=1.[Pd].[Pd].C1(C)C=CC=CC=1. The product is [CH3:10][C@H:11]1[NH:12][CH2:13][CH2:14][N:15]([C:5]2[CH:4]=[CH:3][S:8][C:6]=2[CH3:7])[CH2:16]1. The yield is 0.580. (4) The reactants are [CH2:1]([C@H:4]([C@H:11]([OH:18])[C:12]([O:14][CH:15]([CH3:17])[CH3:16])=[O:13])[C:5]([O:7][CH:8]([CH3:10])[CH3:9])=[O:6])[CH:2]=[CH2:3].Br[C:20]1[CH:25]=[CH:24][C:23]([O:26][C:27]([F:30])([F:29])[F:28])=[CH:22][CH:21]=1.C1(C)C=CC=CC=1P(C1C=CC=CC=1C)C1C=CC=CC=1C. The catalyst is CC#N.C([O-])(=O)C.[Pd+2].C([O-])(=O)C. The product is [OH:18][C@@H:11]([C@@H:4]([CH2:1]/[CH:2]=[CH:3]/[C:20]1[CH:21]=[CH:22][C:23]([O:26][C:27]([F:28])([F:29])[F:30])=[CH:24][CH:25]=1)[C:5]([O:7][CH:8]([CH3:10])[CH3:9])=[O:6])[C:12]([O:14][CH:15]([CH3:17])[CH3:16])=[O:13]. The yield is 0.862.